This data is from Full USPTO retrosynthesis dataset with 1.9M reactions from patents (1976-2016). The task is: Predict the reactants needed to synthesize the given product. (1) Given the product [F:28][C:25]([F:26])([F:27])[C:22]1[CH:23]=[CH:24][C:19]([O:18][CH2:17][C:15]2[NH:14][C:13]3[CH:29]=[CH:30][C:10]([C:5]4[CH:6]=[CH:7][CH:8]=[CH:9][C:4]=4[C:3]([OH:31])=[O:2])=[CH:11][C:12]=3[N:16]=2)=[CH:20][CH:21]=1, predict the reactants needed to synthesize it. The reactants are: C[O:2][C:3](=[O:31])[C:4]1[CH:9]=[CH:8][CH:7]=[CH:6][C:5]=1[C:10]1[CH:30]=[CH:29][C:13]2[NH:14][C:15]([CH2:17][O:18][C:19]3[CH:24]=[CH:23][C:22]([C:25]([F:28])([F:27])[F:26])=[CH:21][CH:20]=3)=[N:16][C:12]=2[CH:11]=1.CO.[OH-].[Li+].Cl. (2) Given the product [NH2:1][C:2]1[C:3]([O:21][CH:22]([CH3:24])[CH3:23])=[C:4]([Cl:20])[CH:5]=[C:6]([F:19])[C:7]=1[N:8]1[C:12](=[O:13])[CH:11]2[CH2:14][CH2:15][CH:16]=[CH:17][CH:10]2[C:9]1=[O:18], predict the reactants needed to synthesize it. The reactants are: [NH2:1][C:2]1[C:7]([N:8]2[C:12](=[O:13])[CH:11]3[CH2:14][CH2:15][CH:16]=[CH:17][CH:10]3[C:9]2=[O:18])=[C:6]([F:19])[CH:5]=[C:4]([Cl:20])[C:3]=1[OH:21].[CH:22](I)([CH3:24])[CH3:23].C(=O)([O-])[O-].[K+].[K+]. (3) Given the product [Br:1][C:2]1[CH:7]=[CH:6][C:5]([CH:10]=[CH2:11])=[CH:4][C:3]=1[F:9], predict the reactants needed to synthesize it. The reactants are: [Br:1][C:2]1[CH:7]=[CH:6][C:5](I)=[CH:4][C:3]=1[F:9].[CH2:10]([Sn](CCCC)(CCCC)C=C)[CH2:11]CC.CCOCC.O. (4) Given the product [Br:1][C:2]1[CH:7]=[CH:6][C:5]([CH:8]([C:25]2[CH:30]=[CH:29][CH:28]=[CH:27][C:26]=2[CH3:31])[CH2:9][C:10]([CH:12]2[CH2:17][CH2:16][NH:15][CH2:14][CH2:13]2)=[O:11])=[CH:4][CH:3]=1, predict the reactants needed to synthesize it. The reactants are: [Br:1][C:2]1[CH:7]=[CH:6][C:5]([CH:8]([C:25]2[CH:30]=[CH:29][CH:28]=[CH:27][C:26]=2[CH3:31])[CH2:9][C:10]([CH:12]2[CH2:17][CH2:16][N:15](C(OC(C)(C)C)=O)[CH2:14][CH2:13]2)=[O:11])=[CH:4][CH:3]=1.Cl. (5) The reactants are: [C:1]([O:5][C:6]1[CH:11]=[CH:10][C:9]([CH2:12][CH:13]([NH:17][C:18]([O:20][CH2:21][CH:22]2[C:34]3[CH:33]=[CH:32][CH:31]=[CH:30][C:29]=3[C:28]3[C:23]2=[CH:24][CH:25]=[CH:26][CH:27]=3)=[O:19])[C:14](O)=[O:15])=[CH:8][CH:7]=1)([CH3:4])([CH3:3])[CH3:2].CN1CCOCC1.ClC(OCC(C)C)=O.[C:50]1([C:56]2[N:57]=[C:58]([CH:61]3[CH2:70][C:69]4[C:64](=[CH:65][CH:66]=[CH:67][CH:68]=4)[CH2:63][NH:62]3)[NH:59][CH:60]=2)[CH:55]=[CH:54][CH:53]=[CH:52][CH:51]=1. Given the product [CH:24]1[C:23]2[CH:22]([CH2:21][O:20][C:18](=[O:19])[NH:17][CH:13]([CH2:12][C:9]3[CH:8]=[CH:7][C:6]([O:5][C:1]([CH3:3])([CH3:2])[CH3:4])=[CH:11][CH:10]=3)[C:14](=[O:15])[N:62]3[CH:61]([C:58]4[NH:59][CH:60]=[C:56]([C:50]5[CH:51]=[CH:52][CH:53]=[CH:54][CH:55]=5)[N:57]=4)[CH2:70][C:69]4[C:64](=[CH:65][CH:66]=[CH:67][CH:68]=4)[CH2:63]3)[C:34]3[C:29](=[CH:30][CH:31]=[CH:32][CH:33]=3)[C:28]=2[CH:27]=[CH:26][CH:25]=1, predict the reactants needed to synthesize it.